Dataset: Full USPTO retrosynthesis dataset with 1.9M reactions from patents (1976-2016). Task: Predict the reactants needed to synthesize the given product. (1) The reactants are: Br[CH2:2][CH2:3][CH2:4][CH2:5][CH2:6][CH2:7][O:8][N:9]1[C:15](=[O:16])[CH2:14][CH:13]2[C:17](=[O:18])[CH:10]1[CH:11]=[CH:12]2.[N-:19]=[N+:20]=[N-:21].[Na+]. Given the product [N:19]([CH2:2][CH2:3][CH2:4][CH2:5][CH2:6][CH2:7][O:8][N:9]1[C:15](=[O:16])[CH2:14][CH:13]2[C:17](=[O:18])[CH:10]1[CH:11]=[CH:12]2)=[N+:20]=[N-:21], predict the reactants needed to synthesize it. (2) Given the product [CH:1]1([CH:6]=[C:7]([C:11]2[CH:12]=[N:13][C:14]([S:17][CH:18]3[CH2:20][CH2:19]3)=[CH:15][CH:16]=2)[C:8]([NH:21][C:22]2[S:23][C:24]([C:27]([O:29][CH2:30][CH3:31])=[O:28])=[CH:25][N:26]=2)=[O:10])[CH2:2][CH2:3][CH2:4][CH2:5]1, predict the reactants needed to synthesize it. The reactants are: [CH:1]1(/[CH:6]=[C:7](\[C:11]2[CH:12]=[N:13][C:14]([S:17][CH:18]3[CH2:20][CH2:19]3)=[CH:15][CH:16]=2)/[C:8]([OH:10])=O)[CH2:5][CH2:4][CH2:3][CH2:2]1.[NH2:21][C:22]1[S:23][C:24]([C:27]([O:29][CH2:30][CH3:31])=[O:28])=[CH:25][N:26]=1. (3) Given the product [CH2:12]([O:11][C:9](=[O:10])[C:7]1[CH:8]=[C:3]([C:1]#[N:2])[C:4]([N:16]2[CH2:17][CH2:18][CH:19]([C:22](=[O:23])[NH:37][S:34]([CH2:33][C:30]3[CH:29]=[CH:28][C:27]([C:26]([F:25])([F:39])[F:38])=[CH:32][CH:31]=3)(=[O:35])=[O:36])[CH2:20][CH2:21]2)=[N:5][C:6]=1[O:14][CH3:15])[CH3:13], predict the reactants needed to synthesize it. The reactants are: [C:1]([C:3]1[C:4]([N:16]2[CH2:21][CH2:20][CH:19]([C:22](O)=[O:23])[CH2:18][CH2:17]2)=[N:5][C:6]([O:14][CH3:15])=[C:7]([C:9]([O:11][CH2:12][CH3:13])=[O:10])[CH:8]=1)#[N:2].[F:25][C:26]([F:39])([F:38])[C:27]1[CH:32]=[CH:31][C:30]([CH2:33][S:34]([NH2:37])(=[O:36])=[O:35])=[CH:29][CH:28]=1. (4) Given the product [OH:28][CH:16]1[CH:15]([NH:14][C:2]2[C:7]([N+:8]([O-:10])=[O:9])=[CH:6][N:5]=[C:4]3[CH:11]=[CH:12][S:13][C:3]=23)[CH2:20][CH2:19][N:18]([C:21]([O:23][C:24]([CH3:27])([CH3:26])[CH3:25])=[O:22])[CH2:17]1, predict the reactants needed to synthesize it. The reactants are: Cl[C:2]1[C:7]([N+:8]([O-:10])=[O:9])=[CH:6][N:5]=[C:4]2[CH:11]=[CH:12][S:13][C:3]=12.[NH2:14][CH:15]1[CH2:20][CH2:19][N:18]([C:21]([O:23][C:24]([CH3:27])([CH3:26])[CH3:25])=[O:22])[CH2:17][CH:16]1[OH:28].C(N(CC)C(C)C)(C)C.